This data is from Forward reaction prediction with 1.9M reactions from USPTO patents (1976-2016). The task is: Predict the product of the given reaction. (1) Given the reactants CC(C)CC[N+]([O-])=O.N(OCCC(C)C)=O.[Br:17]Br.N[C:20]1[S:24][N:23]=[C:22]([C:25]([F:28])([F:27])[F:26])[C:21]=1[C:29]#[N:30], predict the reaction product. The product is: [Br:17][C:20]1[S:24][N:23]=[C:22]([C:25]([F:28])([F:27])[F:26])[C:21]=1[C:29]#[N:30]. (2) The product is: [F:1][C:2]1[CH:7]=[CH:6][C:5]([C@@H:8]([NH:10][C:11]2[N:16]=[C:15]([N:17]3[CH2:18][CH2:19][CH:20]([C:23]([NH:37][S:34]([CH3:33])(=[O:36])=[O:35])=[O:24])[CH2:21][CH2:22]3)[CH:14]=[C:13]([NH:26][C:27]3[CH:32]=[N:31][CH:30]=[CH:29][N:28]=3)[N:12]=2)[CH3:9])=[CH:4][CH:3]=1. Given the reactants [F:1][C:2]1[CH:7]=[CH:6][C:5]([C@@H:8]([NH:10][C:11]2[N:16]=[C:15]([N:17]3[CH2:22][CH2:21][CH:20]([C:23](O)=[O:24])[CH2:19][CH2:18]3)[CH:14]=[C:13]([NH:26][C:27]3[CH:32]=[N:31][CH:30]=[CH:29][N:28]=3)[N:12]=2)[CH3:9])=[CH:4][CH:3]=1.[CH3:33][S:34]([NH2:37])(=[O:36])=[O:35].C1CCN2C(=NCCC2)CC1.C(O)(=O)C, predict the reaction product. (3) Given the reactants Br[C:2]1[CH:3]=[C:4]2[C:9](=[N:10][C:11]=1[O:12][CH3:13])[N:8]([C@@H:14]([CH:24]([CH3:26])[CH3:25])[CH2:15][O:16][Si:17]([C:20]([CH3:23])([CH3:22])[CH3:21])([CH3:19])[CH3:18])[CH:7]=[C:6]([C:27]([O:29][CH2:30][CH3:31])=[O:28])[C:5]2=[O:32].[CH3:33]B(O)O.C1COCC1.C(=O)([O-])[O-].[Na+].[Na+], predict the reaction product. The product is: [Si:17]([O:16][CH2:15][C@@H:14]([N:8]1[C:9]2[C:4](=[CH:3][C:2]([CH3:33])=[C:11]([O:12][CH3:13])[N:10]=2)[C:5](=[O:32])[C:6]([C:27]([O:29][CH2:30][CH3:31])=[O:28])=[CH:7]1)[CH:24]([CH3:26])[CH3:25])([C:20]([CH3:23])([CH3:22])[CH3:21])([CH3:19])[CH3:18]. (4) Given the reactants [CH3:1][C:2]1[CH:14]=[CH:13][C:5]([N:6]([CH2:10][CH2:11][CH3:12])[CH2:7][CH2:8][CH3:9])=[CH:4][C:3]=1[N+:15]([O-])=O, predict the reaction product. The product is: [CH3:1][C:2]1[CH:14]=[CH:13][C:5]([N:6]([CH2:10][CH2:11][CH3:12])[CH2:7][CH2:8][CH3:9])=[CH:4][C:3]=1[NH2:15].